From a dataset of Full USPTO retrosynthesis dataset with 1.9M reactions from patents (1976-2016). Predict the reactants needed to synthesize the given product. (1) Given the product [CH2:1]([O:8][C:9]([N:11]1[CH2:16][CH:15]([CH3:17])[C:14](=[O:18])[CH:13]([NH:19][C:20]([O:22][C:23]([CH3:24])([CH3:26])[CH3:25])=[O:21])[CH2:12]1)=[O:10])[C:2]1[CH:3]=[CH:4][CH:5]=[CH:6][CH:7]=1, predict the reactants needed to synthesize it. The reactants are: [CH2:1]([O:8][C:9]([N:11]1[CH2:16][CH:15]([CH3:17])[CH:14]([OH:18])[CH:13]([NH:19][C:20]([O:22][C:23]([CH3:26])([CH3:25])[CH3:24])=[O:21])[CH2:12]1)=[O:10])[C:2]1[CH:7]=[CH:6][CH:5]=[CH:4][CH:3]=1.N1C=CC=CC=1.CC(OI1(OC(C)=O)(OC(C)=O)OC(=O)C2C=CC=CC1=2)=O.C([O-])(O)=O.[Na+].[O-]S([O-])(=S)=O.[Na+].[Na+]. (2) Given the product [NH:1]1[C:9]2[CH:8]([NH2:10])[CH2:7][CH2:6][CH2:5][C:4]=2[CH:3]=[N:2]1, predict the reactants needed to synthesize it. The reactants are: [NH:1]1[C:9]2[C:4](=[CH:5][CH:6]=[CH:7][C:8]=2[NH2:10])[CH:3]=[N:2]1. (3) Given the product [C:17]([N:14]1[CH2:15][CH2:16][N:11]([C:9]([O:8][CH2:1][C:2]2[CH:7]=[CH:6][CH:5]=[CH:4][CH:3]=2)=[O:10])[CH2:12][CH2:13]1)(=[O:19])[CH3:18], predict the reactants needed to synthesize it. The reactants are: [CH2:1]([O:8][C:9]([N:11]1[CH2:16][CH2:15][NH:14][CH2:13][CH2:12]1)=[O:10])[C:2]1[CH:7]=[CH:6][CH:5]=[CH:4][CH:3]=1.[C:17](OC(=O)C)(=[O:19])[CH3:18]. (4) Given the product [Cl:20][CH2:21][CH2:22][O:23][CH:24]([C:28]1[CH:33]=[C:32]([F:34])[C:31]([F:35])=[C:30]([F:36])[CH:29]=1)[C:25]([NH:39][NH:38][C:37]([O:41][C:42]([CH3:45])([CH3:44])[CH3:43])=[O:40])=[O:27], predict the reactants needed to synthesize it. The reactants are: C1C=CC2N(O)N=NC=2C=1.C(N(C(C)C)CC)(C)C.[Cl:20][CH2:21][CH2:22][O:23][CH:24]([C:28]1[CH:33]=[C:32]([F:34])[C:31]([F:35])=[C:30]([F:36])[CH:29]=1)[C:25]([OH:27])=O.[C:37]([O:41][C:42]([CH3:45])([CH3:44])[CH3:43])(=[O:40])[NH:38][NH2:39]. (5) The reactants are: [N+]([C:4]1[S:8][C:7]([C:9]#[N:10])=[CH:6][CH:5]=1)([O-])=O.[F:11][C:12]1[CH:17]=[CH:16][C:15]([OH:18])=[CH:14][CH:13]=1.C(=O)([O-])[O-].[K+].[K+].O. Given the product [F:11][C:12]1[CH:17]=[CH:16][C:15]([O:18][C:4]2[S:8][C:7]([C:9]#[N:10])=[CH:6][CH:5]=2)=[CH:14][CH:13]=1, predict the reactants needed to synthesize it. (6) Given the product [CH2:21]([Sn:12]([CH2:13][CH2:14][CH2:15][CH3:16])([CH2:17][CH2:18][CH2:19][CH3:20])[C:10]1[CH:3]=[C:4]2[CH2:8][CH2:7][CH2:6][N:5]2[N:1]=1)[CH2:22][CH2:23][CH3:24], predict the reactants needed to synthesize it. The reactants are: [N:1]1O[C:3]([O-])=[C:4]2[CH2:8][CH2:7][CH2:6][N+:5]=12.[C:10]([Sn:12]([CH2:21][CH2:22][CH2:23][CH3:24])([CH2:17][CH2:18][CH2:19][CH3:20])[CH2:13][CH2:14][CH2:15][CH3:16])#C.[Cl-]. (7) The reactants are: [NH2:1][C:2]1[CH:7]=[C:6]([O:8][CH3:9])[C:5]([CH3:10])=[CH:4][C:3]=1[OH:11].C([O-])(O)=O.[Na+].Br[CH2:18][C:19](Br)=[O:20].C([O-])([O-])=O.[Cs+].[Cs+]. Given the product [CH3:10][C:5]1[C:6]([O:8][CH3:9])=[CH:7][C:2]2[NH:1][C:19](=[O:20])[CH2:18][O:11][C:3]=2[CH:4]=1, predict the reactants needed to synthesize it.